From a dataset of Reaction yield outcomes from USPTO patents with 853,638 reactions. Predict the reaction yield, written as a fraction of the theoretical maximum amount of product (1.0 means a 100% yield; for example, 0.34 means a 34% yield). (1) The reactants are [Cl:1][C:2]1[CH:3]=[N:4][C:5]2[C:6](=[O:12])[NH:7][CH:8]=[CH:9][C:10]=2[CH:11]=1.CO.C(#N)C.F[B-](F)(F)F.ClC[N+]12CC[N+](F)(CC1)CC2.[F:34][B-](F)(F)F.CCO[C:42](C)=[O:43]. The catalyst is O. The product is [Cl:1][C:2]1[CH:3]=[N:4][C:5]2[C:6](=[O:12])[NH:7][CH:8]([O:43][CH3:42])[CH:9]([F:34])[C:10]=2[CH:11]=1. The yield is 0.800. (2) The reactants are C(O[CH:4](OCC)[CH2:5][O:6][C:7]1[CH:12]=[CH:11][C:10]([C:13]2([C:16]([OH:18])=[O:17])[CH2:15][CH2:14]2)=[CH:9][CH:8]=1)C. The catalyst is C1(C)C(C)=CC=CC=1. The product is [O:6]1[C:7]2[CH:12]=[CH:11][C:10]([C:13]3([C:16]([OH:18])=[O:17])[CH2:15][CH2:14]3)=[CH:9][C:8]=2[CH:4]=[CH:5]1. The yield is 0.0500. (3) The catalyst is C(Cl)Cl. The product is [C:1]([O:5][C:6]([N:8]1[CH2:14][C:13]([CH3:16])([CH3:15])[CH2:12][N:11]([C:17]2[CH:18]=[C:19]3[C:24](=[CH:25][CH:26]=2)[N:23]=[C:22]([C:27]2[CH:32]=[CH:31][C:30]([F:33])=[C:29]([O:34][CH3:35])[CH:28]=2)[N:21]([CH2:36][C:37](=[O:38])[NH:45][CH:42]([CH3:44])[CH3:43])[C:20]3=[O:40])[CH2:10][CH:9]1[CH3:41])=[O:7])([CH3:3])([CH3:4])[CH3:2]. The reactants are [C:1]([O:5][C:6]([N:8]1[CH2:14][C:13]([CH3:16])([CH3:15])[CH2:12][N:11]([C:17]2[CH:18]=[C:19]3[C:24](=[CH:25][CH:26]=2)[N:23]=[C:22]([C:27]2[CH:32]=[CH:31][C:30]([F:33])=[C:29]([O:34][CH3:35])[CH:28]=2)[N:21]([CH2:36][C:37](O)=[O:38])[C:20]3=[O:40])[CH2:10][CH:9]1[CH3:41])=[O:7])([CH3:4])([CH3:3])[CH3:2].[CH:42]([NH2:45])([CH3:44])[CH3:43].CCCP1(OP(CCC)(=O)OP(CCC)(=O)O1)=O.CCN(C(C)C)C(C)C.C([O-])(O)=O.[Na+]. The yield is 0.560. (4) The reactants are [CH3:1][C:2]1[CH:9]=[CH:8][C:5]([CH:6]=O)=[CH:4][N:3]=1.[C:10](Br)(Br)([Br:12])[Br:11].C1(P(C2C=CC=CC=2)C2C=CC=CC=2)C=CC=CC=1. The catalyst is C(Cl)Cl. The product is [Br:11][C:10]([Br:12])=[CH:6][C:5]1[CH:8]=[CH:9][C:2]([CH3:1])=[N:3][CH:4]=1. The yield is 0.700.